This data is from Forward reaction prediction with 1.9M reactions from USPTO patents (1976-2016). The task is: Predict the product of the given reaction. (1) Given the reactants [N+:1]([C:4]1[CH:12]=[C:11]2[C:7]([CH:8]=[CH:9][N:10]2[CH2:13][C:14]2[CH:15]=[N:16][CH:17]=[N:18][CH:19]=2)=[CH:6][CH:5]=1)([O-])=O, predict the reaction product. The product is: [N:16]1[CH:15]=[C:14]([CH2:13][N:10]2[C:11]3[C:7](=[CH:6][CH:5]=[C:4]([NH2:1])[CH:12]=3)[CH:8]=[CH:9]2)[CH:19]=[N:18][CH:17]=1. (2) Given the reactants S(=O)(=O)(O)O.I([O-])(=O)(=O)=O.[Na+].[I:12]I.[CH2:14]([C:16]1[CH:21]=[CH:20][C:19]([C:22]([F:25])([F:24])[F:23])=[CH:18][CH:17]=1)[CH3:15].S(S([O-])=O)([O-])(=O)=O.[Na+].[Na+], predict the reaction product. The product is: [CH2:14]([C:16]1[CH:17]=[CH:18][C:19]([C:22]([F:23])([F:24])[F:25])=[CH:20][C:21]=1[I:12])[CH3:15]. (3) The product is: [Cl:19][C:20]1[CH:27]=[CH:26][CH:25]=[CH:24][C:21]=1[N:22]([CH3:23])[C:15]([C:13]1[S:14][C:7]2[C:6]3[CH:5]=[C:4]([F:18])[CH:3]=[C:2]([F:1])[C:11]=3[O:10][CH2:9][C:8]=2[CH:12]=1)=[O:17]. Given the reactants [F:1][C:2]1[C:11]2[O:10][CH2:9][C:8]3[CH:12]=[C:13]([C:15]([OH:17])=O)[S:14][C:7]=3[C:6]=2[CH:5]=[C:4]([F:18])[CH:3]=1.[Cl:19][C:20]1[CH:27]=[CH:26][CH:25]=[CH:24][C:21]=1[NH:22][CH3:23], predict the reaction product. (4) Given the reactants [C:1]([C:5]1[N:10]=[C:9]([CH3:11])[N:8]=[C:7]([N:12]2[CH2:17][CH2:16][N:15]([CH2:18][CH2:19][CH2:20][CH2:21][NH2:22])[CH2:14][CH2:13]2)[CH:6]=1)([CH3:4])([CH3:3])[CH3:2].C1N=CN([C:28]([N:30]2[CH:34]=[N:33][CH:32]=[CH:31]2)=[O:29])C=1.[CH3:35][C:36]1N2CCNC[C:39]2=[N:38][N:37]=1, predict the reaction product. The product is: [C:1]([C:5]1[N:10]=[C:9]([CH3:11])[N:8]=[C:7]([N:12]2[CH2:13][CH2:14][N:15]([CH2:18][CH2:19][CH2:20][CH2:21][NH:22][C:28]([N:30]3[CH2:31][CH2:32][N:33]4[C:36]([CH3:35])=[N:37][N:38]=[C:39]4[CH2:34]3)=[O:29])[CH2:16][CH2:17]2)[CH:6]=1)([CH3:4])([CH3:2])[CH3:3]. (5) Given the reactants C(OC([N:8]1[CH2:13][CH2:12][CH:11]([N:14]2[C:27]3[CH:26]=[CH:25][C:24]([C:28]4[CH:33]=[CH:32][CH:31]=[CH:30][C:29]=4[NH:34][C:35](=[O:37])[CH3:36])=[CH:23][C:22]=3[O:21][C:20]3[C:15]2=[CH:16][CH:17]=[CH:18][CH:19]=3)[CH2:10][CH2:9]1)=O)(C)(C)C.C(OC(N1CCC(N2C3C=CC(C4NN=NN=4)=CC=3OC3C2=CC=CC=3)CC1)=O)(C)(C)C.[C:70]([OH:76])([C:72]([F:75])([F:74])[F:73])=[O:71].Cl, predict the reaction product. The product is: [NH:8]1[CH2:9][CH2:10][CH:11]([N:14]2[C:27]3[CH:26]=[CH:25][C:24]([C:28]4[CH:33]=[CH:32][CH:31]=[CH:30][C:29]=4[NH:34][C:35](=[O:37])[CH3:36])=[CH:23][C:22]=3[O:21][C:20]3[C:15]2=[CH:16][CH:17]=[CH:18][CH:19]=3)[CH2:12][CH2:13]1.[C:70]([OH:76])([C:72]([F:75])([F:74])[F:73])=[O:71].